This data is from Peptide-MHC class II binding affinity with 134,281 pairs from IEDB. The task is: Regression. Given a peptide amino acid sequence and an MHC pseudo amino acid sequence, predict their binding affinity value. This is MHC class II binding data. (1) The peptide sequence is YDKFLANVSTVLQGK. The MHC is DRB1_1001 with pseudo-sequence DRB1_1001. The binding affinity (normalized) is 0.641. (2) The peptide sequence is EEDIEIIPIQEEEY. The MHC is DRB1_0405 with pseudo-sequence DRB1_0405. The binding affinity (normalized) is 0.585.